Dataset: Forward reaction prediction with 1.9M reactions from USPTO patents (1976-2016). Task: Predict the product of the given reaction. (1) Given the reactants [CH2:1]([O:3][P:4]([CH2:9][C:10]1[CH:15]=[CH:14][C:13]([NH:16][C:17]2[N:22]=[C:21](Cl)[C:20]([C:24]([F:27])([F:26])[F:25])=[CH:19][N:18]=2)=[C:12]([O:28][CH3:29])[CH:11]=1)(=[O:8])[O:5][CH2:6][CH3:7])[CH3:2].[NH2:30][C:31]1[C:32]([C:37]([NH:39][CH3:40])=[O:38])=[N:33][CH:34]=[CH:35][CH:36]=1.C(O)(C(F)(F)F)=O, predict the reaction product. The product is: [CH2:1]([O:3][P:4]([CH2:9][C:10]1[CH:15]=[CH:14][C:13]([NH:16][C:17]2[N:22]=[C:21]([NH:30][C:31]3[C:32]([C:37](=[O:38])[NH:39][CH3:40])=[N:33][CH:34]=[CH:35][CH:36]=3)[C:20]([C:24]([F:27])([F:26])[F:25])=[CH:19][N:18]=2)=[C:12]([O:28][CH3:29])[CH:11]=1)(=[O:8])[O:5][CH2:6][CH3:7])[CH3:2]. (2) Given the reactants [CH3:1][O:2][C:3]([NH:5][C@@H:6]([CH:10]([CH3:12])[CH3:11])[C:7](O)=[O:8])=[O:4].CN(C(ON1N=NC2C=CC=NC1=2)=[N+](C)C)C.F[P-](F)(F)(F)(F)F.CCN(C(C)C)C(C)C.Cl.[I:47][C:48]1[NH:52][C:51]([C@@H:53]2[CH2:57][CH2:56][CH2:55][NH:54]2)=[N:50][CH:49]=1, predict the reaction product. The product is: [I:47][C:48]1[NH:52][C:51]([C@@H:53]2[CH2:57][CH2:56][CH2:55][N:54]2[C:7]([C@@H:6]([NH:5][C:3](=[O:4])[O:2][CH3:1])[CH:10]([CH3:12])[CH3:11])=[O:8])=[N:50][CH:49]=1. (3) Given the reactants [NH2:1][C:2]1[CH:11]=[C:10]([OH:12])[C:9]2[C:4](=[CH:5][C:6]([O:15][CH3:16])=[C:7]([O:13][CH3:14])[CH:8]=2)[N:3]=1.COC1C=C2C(=CC=1OC)N=C(SC)C=C2O[C:34]1[CH:39]=[CH:38][C:37]([NH2:40])=[CH:36][C:35]=1[F:41], predict the reaction product. The product is: [NH2:40][C:37]1[CH:38]=[CH:39][C:34]([O:12][C:10]2[C:9]3[C:4](=[CH:5][C:6]([O:15][CH3:16])=[C:7]([O:13][CH3:14])[CH:8]=3)[N:3]=[C:2]([NH2:1])[CH:11]=2)=[C:35]([F:41])[CH:36]=1. (4) Given the reactants [NH2:1][C:2]1[CH:3]=[CH:4][C:5]2[C:11]([CH3:13])([CH3:12])[CH2:10][CH2:9][C:8](=[O:14])[N:7](CC)[C:6]=2[CH:17]=1.Cl[C:19]1[N:24]=[C:23]([NH:25][C:26]2[C:34]([CH3:35])=[CH:33][CH:32]=[CH:31][C:27]=2[C:28]([NH2:30])=[O:29])[C:22]([Cl:36])=[CH:21][N:20]=1, predict the reaction product. The product is: [Cl:36][C:22]1[C:23]([NH:25][C:26]2[C:34]([CH3:35])=[CH:33][CH:32]=[CH:31][C:27]=2[C:28]([NH2:30])=[O:29])=[N:24][C:19]([NH:1][C:2]2[CH:3]=[CH:4][C:5]3[C:11]([CH3:12])([CH3:13])[CH2:10][CH2:9][C:8](=[O:14])[NH:7][C:6]=3[CH:17]=2)=[N:20][CH:21]=1.